From a dataset of Forward reaction prediction with 1.9M reactions from USPTO patents (1976-2016). Predict the product of the given reaction. (1) Given the reactants [NH2:1][C@H:2]([C:5]1[N:14]([C:15]2[CH:20]=[CH:19][C:18]([F:21])=[CH:17][CH:16]=2)[C:13](=[O:22])[C:12]2[C:7](=[CH:8][CH:9]=[CH:10][C:11]=2[Cl:23])[N:6]=1)[CH2:3][CH3:4].Cl[C:25]1[N:30]=[CH:29][N:28]=[C:27]([NH2:31])[C:26]=1[C:32]1[N:36]=[CH:35][N:34]([CH3:37])[N:33]=1.CCN(C(C)C)C(C)C.C(Cl)Cl.CO, predict the reaction product. The product is: [NH2:31][C:27]1[N:28]=[CH:29][N:30]=[C:25]([NH:1][C@H:2]([C:5]2[N:14]([C:15]3[CH:20]=[CH:19][C:18]([F:21])=[CH:17][CH:16]=3)[C:13](=[O:22])[C:12]3[C:7](=[CH:8][CH:9]=[CH:10][C:11]=3[Cl:23])[N:6]=2)[CH2:3][CH3:4])[C:26]=1[C:32]1[N:36]=[CH:35][N:34]([CH3:37])[N:33]=1. (2) Given the reactants N#N.Cl[Si](C)(C)C.[F:8][C:9]([F:17])([F:16])[C:10]([F:15])([F:14])[CH2:11][CH2:12]I.[C:18]([O:22][C:23](=[O:41])[CH2:24][S:25]([C:28]1[CH:33]=[CH:32][C:31]([C:34]2[CH:39]=[CH:38][C:37](Br)=[CH:36][CH:35]=2)=[CH:30][CH:29]=1)(=[O:27])=[O:26])([CH3:21])([CH3:20])[CH3:19], predict the reaction product. The product is: [C:18]([O:22][C:23](=[O:41])[CH2:24][S:25]([C:28]1[CH:29]=[CH:30][C:31]([C:34]2[CH:35]=[CH:36][C:37]([CH2:12][CH2:11][C:10]([F:15])([F:14])[C:9]([F:17])([F:16])[F:8])=[CH:38][CH:39]=2)=[CH:32][CH:33]=1)(=[O:27])=[O:26])([CH3:21])([CH3:19])[CH3:20]. (3) The product is: [Cl:1][C:2]1[CH:3]=[CH:4][C:5]([N:20]2[CH:24]=[CH:23][N:22]=[C:21]2[CH2:25][OH:26])=[C:6]([C:8]([C:10]2[CH:15]=[CH:14][CH:13]=[C:12]([O:16][CH3:17])[C:11]=2[O:18][CH3:19])=[O:9])[CH:7]=1. Given the reactants [Cl:1][C:2]1[CH:3]=[CH:4][C:5]([N:20]2[CH:24]=[CH:23][N:22]=[CH:21]2)=[C:6]([C:8]([C:10]2[CH:15]=[CH:14][CH:13]=[C:12]([O:16][CH3:17])[C:11]=2[O:18][CH3:19])=[O:9])[CH:7]=1.[CH2:25]=[O:26], predict the reaction product. (4) Given the reactants [NH2:1][C:2]1[NH:6][N:5]=[N:4][N:3]=1.C([O-])([O-])=O.[Cs+].[Cs+].[CH3:13][O:14][C:15]1[CH:20]=[CH:19][C:18]([CH2:21]Cl)=[CH:17][CH:16]=1, predict the reaction product. The product is: [CH3:13][O:14][C:15]1[CH:20]=[CH:19][C:18]([CH2:21][N:3]2[C:2]([NH2:1])=[N:6][N:5]=[N:4]2)=[CH:17][CH:16]=1.